From a dataset of Forward reaction prediction with 1.9M reactions from USPTO patents (1976-2016). Predict the product of the given reaction. (1) Given the reactants [Li+].C[Si]([N-][Si](C)(C)C)(C)C.[Si:11]([O:18][C:19]1([CH3:36])[C:24](=[O:25])[CH2:23][CH:22]([C:26]2[CH:31]=[CH:30][N:29]=[CH:28][C:27]=2[N+:32]([O-:34])=[O:33])[O:21][CH:20]1[CH3:35])([C:14]([CH3:17])([CH3:16])[CH3:15])([CH3:13])[CH3:12].[C:37]1([Se:43]Br)[CH:42]=[CH:41][CH:40]=[CH:39][CH:38]=1.O, predict the reaction product. The product is: [Si:11]([O:18][C:19]1([CH3:36])[C:24](=[O:25])[CH:23]([Se:43][C:37]2[CH:42]=[CH:41][CH:40]=[CH:39][CH:38]=2)[CH:22]([C:26]2[CH:31]=[CH:30][N:29]=[CH:28][C:27]=2[N+:32]([O-:34])=[O:33])[O:21][CH:20]1[CH3:35])([C:14]([CH3:17])([CH3:15])[CH3:16])([CH3:13])[CH3:12]. (2) Given the reactants [OH:1][C:2]1[CH:3]=[C:4]([CH:7]=[CH:8][CH:9]=1)[C:5]#[N:6].[S].[OH2:11].[NH2:12][NH2:13].N([O-])=O.[Na+], predict the reaction product. The product is: [N:12]1[C:5]([C:4]2[CH:3]=[C:2]([OH:1])[CH:9]=[CH:8][CH:7]=2)=[N:6][N:6]=[C:5]([C:4]2[CH:3]=[C:2]([OH:11])[CH:9]=[CH:8][CH:7]=2)[N:13]=1. (3) Given the reactants [CH:1]12[CH:9]([OH:10])[CH:5]([CH2:6][NH:7][CH2:8]1)[CH2:4][O:3][CH2:2]2.[C:11](O[C:11]([O:13][C:14]([CH3:17])([CH3:16])[CH3:15])=[O:12])([O:13][C:14]([CH3:17])([CH3:16])[CH3:15])=[O:12], predict the reaction product. The product is: [OH:10][CH:9]1[CH:5]2[CH2:6][N:7]([C:11]([O:13][C:14]([CH3:17])([CH3:16])[CH3:15])=[O:12])[CH2:8][CH:1]1[CH2:2][O:3][CH2:4]2. (4) Given the reactants [CH3:1][O:2][C:3]1[CH:12]=[C:11]2[C:6]([C:7]([O:13][CH2:14][CH2:15][N:16]3[C:21](=[O:22])[CH:20]=[CH:19][C:18]([C:23]4[CH:24]=[C:25]([CH2:29][NH:30]C(=O)OC(C)(C)C)[CH:26]=[CH:27][CH:28]=4)=[CH:17]3)=[CH:8][CH:9]=[N:10]2)=[CH:5][CH:4]=1, predict the reaction product. The product is: [NH2:30][CH2:29][C:25]1[CH:24]=[C:23]([C:18]2[CH:19]=[CH:20][C:21](=[O:22])[N:16]([CH2:15][CH2:14][O:13][C:7]3[C:6]4[C:11](=[CH:12][C:3]([O:2][CH3:1])=[CH:4][CH:5]=4)[N:10]=[CH:9][CH:8]=3)[CH:17]=2)[CH:28]=[CH:27][CH:26]=1. (5) Given the reactants [N:1]1[CH:6]=[CH:5][CH:4]=[C:3]([CH:7]=O)[CH:2]=1.[CH3:9][C@H:10]1[CH2:15][NH:14][C@H:13]([CH3:16])[CH2:12][N:11]1[C:17]1[CH:18]=[CH:19][C:20]2[N:21]([C:23]([C:26]([F:29])([F:28])[F:27])=[N:24][N:25]=2)[N:22]=1, predict the reaction product. The product is: [CH3:9][C@H:10]1[CH2:15][N:14]([CH2:7][C:3]2[CH:2]=[N:1][CH:6]=[CH:5][CH:4]=2)[C@H:13]([CH3:16])[CH2:12][N:11]1[C:17]1[CH:18]=[CH:19][C:20]2[N:21]([C:23]([C:26]([F:29])([F:28])[F:27])=[N:24][N:25]=2)[N:22]=1. (6) Given the reactants [CH3:1][C:2]1[CH:11]=[C:10]([N:12]2[CH2:17][CH2:16][N:15]([S:18]([CH3:21])(=[O:20])=[O:19])[CH2:14][CH2:13]2)[C:9]2[C:4](=[CH:5][CH:6]=[CH:7][CH:8]=2)[N:3]=1.C[Si](C)(C)[N-][Si](C)(C)C.[Li+].[CH2:32]([O:34][P:35](Cl)([O:37][CH2:38][CH3:39])=[O:36])[CH3:33].C(O)(=O)C, predict the reaction product. The product is: [CH2:32]([O:34][P:35]([CH2:21][S:18]([N:15]1[CH2:14][CH2:13][N:12]([C:10]2[C:9]3[C:4](=[CH:5][CH:6]=[CH:7][CH:8]=3)[N:3]=[C:2]([CH3:1])[CH:11]=2)[CH2:17][CH2:16]1)(=[O:20])=[O:19])([O:37][CH2:38][CH3:39])=[O:36])[CH3:33]. (7) Given the reactants [Cl:1][CH:2]([Cl:17])[S:3][C:4]1[C:13](=[O:14])[C:12]2[C:7](=[CH:8][C:9]([F:15])=[CH:10][CH:11]=2)[N:6]([CH3:16])[CH:5]=1.C1C=C(Cl)C=C(C(OO)=[O:26])C=1, predict the reaction product. The product is: [Cl:17][CH:2]([Cl:1])[S:3]([C:4]1[C:13](=[O:14])[C:12]2[C:7](=[CH:8][C:9]([F:15])=[CH:10][CH:11]=2)[N:6]([CH3:16])[CH:5]=1)=[O:26]. (8) The product is: [Cl:1][C:2]1[CH:3]=[C:4]([C:8]([NH:20][S:21]([C:23]([CH3:26])([CH3:25])[CH3:24])=[O:22])([C:10]2[CH:14]=[C:13]([CH:15]=[O:16])[S:12][CH:11]=2)[CH3:9])[CH:5]=[CH:6][CH:7]=1. Given the reactants [Cl:1][C:2]1[CH:3]=[C:4]([C:8]([NH:20][S:21]([C:23]([CH3:26])([CH3:25])[CH3:24])=[O:22])([C:10]2[CH:14]=[C:13]([CH:15]3OCC[O:16]3)[S:12][CH:11]=2)[CH3:9])[CH:5]=[CH:6][CH:7]=1, predict the reaction product. (9) Given the reactants C([O:8][C:9]1[CH:10]=[CH:11][C:12]([N+:22]([O-])=O)=[C:13]([C:15](=[O:21])[C:16]#[C:17][CH2:18][CH2:19][CH3:20])[CH:14]=1)C1C=CC=CC=1, predict the reaction product. The product is: [NH2:22][C:12]1[CH:11]=[CH:10][C:9]([OH:8])=[CH:14][C:13]=1[C:15](=[O:21])[CH2:16][CH2:17][CH2:18][CH2:19][CH3:20].